Dataset: M1 muscarinic receptor agonist screen with 61,833 compounds. Task: Binary Classification. Given a drug SMILES string, predict its activity (active/inactive) in a high-throughput screening assay against a specified biological target. (1) The compound is o1c(nnc1COc1ccccc1)c1cc2c(cc1OC)cccc2. The result is 0 (inactive). (2) The molecule is Clc1ccc(N2CCN(CC2)C(=O)CSc2n(CC)c(=O)c3c(n2)cccc3)cc1. The result is 0 (inactive).